From a dataset of Full USPTO retrosynthesis dataset with 1.9M reactions from patents (1976-2016). Predict the reactants needed to synthesize the given product. (1) Given the product [ClH:1].[ClH:1].[Cl:1][C:2]1[CH:11]=[CH:10][C:9]2[N:8]=[CH:7][C:6](=[O:12])[N:5]3[CH:13]([CH2:16][N:17]4[CH2:18][CH2:19][CH:20]([NH:23][CH2:24][C:25]5[N:30]=[CH:29][C:28]6[O:31][CH2:32][CH2:33][O:34][C:27]=6[CH:26]=5)[CH2:21][CH2:22]4)[CH2:14][O:15][C:3]=1[C:4]=23, predict the reactants needed to synthesize it. The reactants are: [Cl:1][C:2]1[CH:11]=[CH:10][C:9]2[NH:8][CH2:7][C:6](=[O:12])[N:5]3[CH:13]([CH2:16][N:17]4[CH2:22][CH2:21][CH:20]([NH:23][CH2:24][C:25]5[N:30]=[CH:29][C:28]6[O:31][CH2:32][CH2:33][O:34][C:27]=6[CH:26]=5)[CH2:19][CH2:18]4)[CH2:14][O:15][C:3]=1[C:4]=23. (2) Given the product [Br:12][C:13]1[C:14]([CH2:22][O:23][C:24]2[CH:29]=[CH:28][C:27]([Cl:30])=[C:26]([Cl:31])[CH:25]=2)=[CH:15][C:16]2[O:1][N:2]=[C:3]([NH2:33])[C:4]=2[CH:20]=1, predict the reactants needed to synthesize it. The reactants are: [OH:1][NH:2][C:3](=O)[CH3:4].CC(C)([O-])C.[K+].[Br:12][C:13]1[C:14]([CH2:22][O:23][C:24]2[CH:29]=[CH:28][C:27]([Cl:30])=[C:26]([Cl:31])[CH:25]=2)=[CH:15][C:16](F)=C([CH:20]=1)C#N.C[N:33](C=O)C. (3) Given the product [C:28]([O:27][C:25]([N:22]1[CH2:23][CH2:24][C:19](=[CH:10][C:9]([O:12][CH:3]([C:1]#[N:2])[CH3:4])=[O:11])[CH2:20][CH2:21]1)=[O:26])([CH3:31])([CH3:30])[CH3:29], predict the reactants needed to synthesize it. The reactants are: [C:1]([CH2:3][C:4](OCC)=O)#[N:2].[C:9]([O-:12])(=[O:11])[CH3:10].[NH4+].C(O)(=O)C.O=[C:19]1[CH2:24][CH2:23][N:22]([C:25]([O:27][C:28]([CH3:31])([CH3:30])[CH3:29])=[O:26])[CH2:21][CH2:20]1.